From a dataset of Catalyst prediction with 721,799 reactions and 888 catalyst types from USPTO. Predict which catalyst facilitates the given reaction. (1) The catalyst class is: 2. Product: [Br:16][CH2:13][C:4]1[CH:5]=[CH:6][C:7]([O:11][CH3:12])=[C:8]([O:9][CH3:10])[C:3]=1[O:2][CH3:1]. Reactant: [CH3:1][O:2][C:3]1[C:8]([O:9][CH3:10])=[C:7]([O:11][CH3:12])[CH:6]=[CH:5][C:4]=1[CH2:13]O.P(Br)(Br)[Br:16]. (2) Reactant: [O:1]=[C:2]1[C:11]2[C:10]([C:12]([OH:14])=[O:13])=[CH:9][CH:8]=[CH:7][C:6]=2[CH2:5][CH2:4][CH2:3]1.OS(O)(=O)=O.[C:20](=O)([O-])O.[Na+]. Product: [O:1]=[C:2]1[C:11]2[C:10]([C:12]([O:14][CH3:20])=[O:13])=[CH:9][CH:8]=[CH:7][C:6]=2[CH2:5][CH2:4][CH2:3]1. The catalyst class is: 5.